From a dataset of Full USPTO retrosynthesis dataset with 1.9M reactions from patents (1976-2016). Predict the reactants needed to synthesize the given product. Given the product [CH2:1]([O:3][C:4](=[O:33])[CH2:5][O:6][C:7]1[CH:12]=[CH:11][C:10]([S:13][C:14]2[CH:19]=[C:18]([O:20][C:21]3[CH:26]=[CH:25][CH:24]=[C:23]([C:27]([F:30])([F:29])[F:28])[CH:22]=3)[CH:17]=[C:16]([C:35]#[C:34][C:36]3[CH:37]=[CH:38][C:39]([S:42]([CH3:45])(=[O:44])=[O:43])=[CH:40][CH:41]=3)[CH:15]=2)=[CH:9][C:8]=1[CH3:32])[CH3:2], predict the reactants needed to synthesize it. The reactants are: [CH2:1]([O:3][C:4](=[O:33])[CH2:5][O:6][C:7]1[CH:12]=[CH:11][C:10]([S:13][C:14]2[CH:19]=[C:18]([O:20][C:21]3[CH:26]=[CH:25][CH:24]=[C:23]([C:27]([F:30])([F:29])[F:28])[CH:22]=3)[CH:17]=[C:16](Br)[CH:15]=2)=[CH:9][C:8]=1[CH3:32])[CH3:2].[C:34]([C:36]1[CH:41]=[CH:40][C:39]([S:42]([CH3:45])(=[O:44])=[O:43])=[CH:38][CH:37]=1)#[CH:35].C(OC(=O)COC1C=CC(SC2C=C(C#CC3C=CC(CO)=CC=3)C=C(OCCC3C=CC(Cl)=CC=3)C=2)=CC=1C)C.